Dataset: Forward reaction prediction with 1.9M reactions from USPTO patents (1976-2016). Task: Predict the product of the given reaction. Given the reactants [Li+].[N:2]1([CH2:7][C@@H:8]2[CH2:12][CH2:11][CH2:10][N:9]2[C:13]([C:15]2[CH:31]=[CH:30][C:18]([O:19][CH2:20][C:21]3[CH:29]=[CH:28][C:24]([C:25]([O-])=[O:26])=[CH:23][CH:22]=3)=[CH:17][CH:16]=2)=[O:14])[CH2:6][CH2:5][CH2:4][CH2:3]1.[NH:32]1[CH2:37][CH2:36][CH2:35][CH2:34][CH2:33]1, predict the reaction product. The product is: [N:32]1([C:25]([C:24]2[CH:28]=[CH:29][C:21]([CH2:20][O:19][C:18]3[CH:17]=[CH:16][C:15]([C:13]([N:9]4[CH2:10][CH2:11][CH2:12][C@H:8]4[CH2:7][N:2]4[CH2:6][CH2:5][CH2:4][CH2:3]4)=[O:14])=[CH:31][CH:30]=3)=[CH:22][CH:23]=2)=[O:26])[CH2:37][CH2:36][CH2:35][CH2:34][CH2:33]1.